From a dataset of Catalyst prediction with 721,799 reactions and 888 catalyst types from USPTO. Predict which catalyst facilitates the given reaction. (1) Reactant: [OH-].[Li+].C[O:4][C:5](=[O:17])[CH2:6][CH2:7][CH2:8][CH2:9][C:10]([O:12][C:13]([CH3:16])([CH3:15])[CH3:14])=[O:11]. Product: [C:13]([O:12][C:10](=[O:11])[CH2:9][CH2:8][CH2:7][CH2:6][C:5]([OH:17])=[O:4])([CH3:16])([CH3:14])[CH3:15]. The catalyst class is: 24. (2) Reactant: [Br:1][C:2]1[CH:7]=[C:6]([O:8][CH2:9][CH:10]([CH3:12])[CH3:11])[CH:5]=[C:4](Br)[CH:3]=1.[Li]CCCC.C([O:23][B:24](OCC(C)C)[O:25]CC(C)C)C(C)C. Product: [Br:1][C:2]1[CH:3]=[C:4]([B:24]([OH:25])[OH:23])[CH:5]=[C:6]([O:8][CH2:9][CH:10]([CH3:12])[CH3:11])[CH:7]=1. The catalyst class is: 1. (3) Reactant: [NH2:1][C:2]1[CH:7]=[CH:6][C:5]([CH:8]([CH:10]2[CH2:15][CH2:14][N:13]([CH2:16][C:17]3[CH:22]=[CH:21][C:20]([C:23]([OH:32])([C:28]([F:31])([F:30])[F:29])[C:24]([F:27])([F:26])[F:25])=[CH:19][CH:18]=3)[CH2:12][CH2:11]2)[CH3:9])=[CH:4][CH:3]=1.Cl[C:34](OC1C=CC([N+]([O-])=O)=CC=1)=[O:35].[NH2:46][CH2:47][C:48]([CH3:51])([OH:50])[CH3:49].C(N(CC)CC)C. Product: [F:27][C:24]([F:25])([F:26])[C:23]([C:20]1[CH:21]=[CH:22][C:17]([CH2:16][N:13]2[CH2:12][CH2:11][CH:10]([CH:8]([C:5]3[CH:6]=[CH:7][C:2]([NH:1][C:34]([NH:46][CH2:47][C:48]([OH:50])([CH3:51])[CH3:49])=[O:35])=[CH:3][CH:4]=3)[CH3:9])[CH2:15][CH2:14]2)=[CH:18][CH:19]=1)([OH:32])[C:28]([F:31])([F:29])[F:30]. The catalyst class is: 7. (4) Reactant: [NH2:1][C:2]1[CH:3]=[CH:4][C:5]([S:53]([CH:56]2[CH2:58][CH2:57]2)(=[O:55])=[O:54])=[C:6]([CH2:8][N:9]([CH3:52])[C:10]([CH:12]([NH:26][C:27]2[CH:28]=[C:29]3[C:34](=[CH:35][CH:36]=2)[C:33]([N:37]([C:45]([O:47][C:48]([CH3:51])([CH3:50])[CH3:49])=[O:46])[C:38](=[O:44])[O:39][C:40]([CH3:43])([CH3:42])[CH3:41])=[N:32][CH:31]=[CH:30]3)[C:13]2[CH:18]=[CH:17][C:16]([C@H:19]([CH2:23][OH:24])[CH:20]([F:22])[F:21])=[C:15]([CH3:25])[CH:14]=2)=[O:11])[CH:7]=1.[C:59](Cl)(Cl)=[O:60]. Product: [C:40]([O:39][C:38]([N:37]([C:33]1[C:34]2[C:29](=[CH:28][C:27]([NH:26][C@H:12]3[C:10](=[O:11])[N:9]([CH3:52])[CH2:8][C:6]4[CH:7]=[C:2]([CH:3]=[CH:4][C:5]=4[S:53]([CH:56]4[CH2:57][CH2:58]4)(=[O:54])=[O:55])[NH:1][C:59](=[O:60])[O:24][CH2:23][C@H:19]([CH:20]([F:21])[F:22])[C:16]4[CH:17]=[CH:18][C:13]3=[CH:14][C:15]=4[CH3:25])=[CH:36][CH:35]=2)[CH:30]=[CH:31][N:32]=1)[C:45](=[O:46])[O:47][C:48]([CH3:49])([CH3:50])[CH3:51])=[O:44])([CH3:43])([CH3:42])[CH3:41]. The catalyst class is: 245. (5) Reactant: [NH:1]1[C:9]2[C:4](=[CH:5][CH:6]=[CH:7][C:8]=2[C:10]([OH:12])=O)[CH:3]=[CH:2]1.CN(C)CCCN=C=NCC.N1(O)C2C=CC=CC=2N=N1.[C:34]([O:38][C:39]([CH3:42])([CH3:41])[CH3:40])(=[O:37])[NH:35][NH2:36]. Product: [NH:1]1[C:9]2[C:4](=[CH:5][CH:6]=[CH:7][C:8]=2[C:10]([NH:36][NH:35][C:34]([O:38][C:39]([CH3:42])([CH3:41])[CH3:40])=[O:37])=[O:12])[CH:3]=[CH:2]1. The catalyst class is: 4. (6) The catalyst class is: 3. Reactant: [CH3:1][S:2]([C:5]1[CH:10]=[CH:9][C:8]([NH:11][C:12]2[C:17]([N+:18]([O-:20])=[O:19])=[C:16]([O:21][CH:22]3[CH2:27][CH2:26][NH:25][CH2:24][CH2:23]3)[N:15]=[CH:14][N:13]=2)=[CH:7][CH:6]=1)(=[O:4])=[O:3].C(N(CC)CC)C.[CH2:35]([S:38](Cl)(=[O:40])=[O:39])[CH2:36][CH3:37]. Product: [CH3:1][S:2]([C:5]1[CH:10]=[CH:9][C:8]([NH:11][C:12]2[C:17]([N+:18]([O-:20])=[O:19])=[C:16]([O:21][CH:22]3[CH2:27][CH2:26][N:25]([S:38]([CH2:35][CH2:36][CH3:37])(=[O:40])=[O:39])[CH2:24][CH2:23]3)[N:15]=[CH:14][N:13]=2)=[CH:7][CH:6]=1)(=[O:4])=[O:3].